From a dataset of Full USPTO retrosynthesis dataset with 1.9M reactions from patents (1976-2016). Predict the reactants needed to synthesize the given product. (1) Given the product [CH3:1][C:2]1[CH:7]=[CH:6][C:5]([C:8]2[O:9][CH:10]=[CH:11][N:12]=2)=[CH:4][C:3]=1[C:13]1[CH:18]=[CH:17][C:16]([NH:19][C:27]([CH:22]2[CH2:23][CH2:24][CH2:25][CH2:26][N:21]2[CH3:20])=[O:28])=[CH:15][CH:14]=1, predict the reactants needed to synthesize it. The reactants are: [CH3:1][C:2]1[CH:7]=[CH:6][C:5]([C:8]2[O:9][CH:10]=[CH:11][N:12]=2)=[CH:4][C:3]=1[C:13]1[CH:18]=[CH:17][C:16]([NH2:19])=[CH:15][CH:14]=1.[CH3:20][N:21]1[CH2:26][CH2:25][CH2:24][CH2:23][CH:22]1[C:27](O)=[O:28].C(Cl)CCl. (2) Given the product [CH3:24][C:22]1[CH:23]=[C:18]([C:17]2[N:26]=[C:12]([C:5]3[CH:4]=[C:3]([CH2:1][CH3:2])[N:8]=[C:7]([NH:9][CH2:10][CH3:11])[N:6]=3)[O:14][N:16]=2)[CH:19]=[C:20]([CH3:25])[N:21]=1, predict the reactants needed to synthesize it. The reactants are: [CH2:1]([C:3]1[N:8]=[C:7]([NH:9][CH2:10][CH3:11])[N:6]=[C:5]([C:12]([OH:14])=O)[CH:4]=1)[CH3:2].O[NH:16][C:17](=[NH:26])[C:18]1[CH:23]=[C:22]([CH3:24])[N:21]=[C:20]([CH3:25])[CH:19]=1. (3) Given the product [NH:25]1[C:5]([C:7]2[C:12](=[O:13])[CH:11]=[CH:10][N:9]([C:14]3[CH:19]=[CH:18][CH:17]=[C:16]([C:20]([F:23])([F:22])[F:21])[CH:15]=3)[N:8]=2)=[CH:4][CH:3]=[N:2]1, predict the reactants needed to synthesize it. The reactants are: C[N:2](C)[CH:3]=[CH:4][C:5]([C:7]1[C:12](=[O:13])[CH:11]=[CH:10][N:9]([C:14]2[CH:19]=[CH:18][CH:17]=[C:16]([C:20]([F:23])([F:22])[F:21])[CH:15]=2)[N:8]=1)=O.[NH2:25]N.O.Cl.